Dataset: NCI-60 drug combinations with 297,098 pairs across 59 cell lines. Task: Regression. Given two drug SMILES strings and cell line genomic features, predict the synergy score measuring deviation from expected non-interaction effect. Drug 1: C1CCC(CC1)NC(=O)N(CCCl)N=O. Drug 2: C1=CN(C(=O)N=C1N)C2C(C(C(O2)CO)O)O.Cl. Cell line: UACC-257. Synergy scores: CSS=3.35, Synergy_ZIP=-0.758, Synergy_Bliss=0.913, Synergy_Loewe=-6.31, Synergy_HSA=-1.79.